The task is: Predict the reaction yield, written as a fraction of the theoretical maximum amount of product (1.0 means a 100% yield; for example, 0.34 means a 34% yield).. This data is from Reaction yield outcomes from USPTO patents with 853,638 reactions. (1) The reactants are [Cu][C:2]#[N:3].N(OC(C)(C)C)=O.[Cl:11][C:12]1[CH:18]=[C:17]([N+:19]([O-:21])=[O:20])[CH:16]=[C:15]([Cl:22])[C:13]=1N. The catalyst is CS(C)=O. The product is [Cl:11][C:12]1[CH:18]=[C:17]([N+:19]([O-:21])=[O:20])[CH:16]=[C:15]([Cl:22])[C:13]=1[C:2]#[N:3]. The yield is 0.160. (2) The reactants are [NH2:1][C:2]1[CH:3]=[N:4][CH:5]=[CH:6][C:7]=1[N:8]1[CH2:13][C@H:12]([CH3:14])[CH2:11][C@H:10]([NH:15][C:16](=[O:22])[O:17][C:18]([CH3:21])([CH3:20])[CH3:19])[CH2:9]1.[C:23]([O:27][C:28]([NH:30][C:31]1[O:39][C:38]2[C:33](=[N:34][CH:35]=[C:36]([CH:40]3[CH2:42][CH2:41]3)[CH:37]=2)[C:32]=1[C:43](O)=[O:44])=[O:29])([CH3:26])([CH3:25])[CH3:24].CCN(C(C)C)C(C)C.CN(C(ON1N=NC2C=CC=NC1=2)=[N+](C)C)C.F[P-](F)(F)(F)(F)F. The catalyst is ClCCCl. The product is [C:23]([O:27][C:28]([NH:30][C:31]1[O:39][C:38]2[C:33](=[N:34][CH:35]=[C:36]([CH:40]3[CH2:42][CH2:41]3)[CH:37]=2)[C:32]=1[C:43]([NH:1][C:2]1[CH:3]=[N:4][CH:5]=[CH:6][C:7]=1[N:8]1[CH2:13][C@H:12]([CH3:14])[CH2:11][C@H:10]([NH:15][C:16](=[O:22])[O:17][C:18]([CH3:21])([CH3:20])[CH3:19])[CH2:9]1)=[O:44])=[O:29])([CH3:26])([CH3:24])[CH3:25]. The yield is 0.100. (3) The reactants are C[O:2][C:3](=[O:32])[CH:4]([NH:16][C:17]1[CH:22]=[CH:21][CH:20]=[CH:19][C:18]=1[C:23](=[O:31])[C:24]1[CH:29]=[CH:28][C:27]([F:30])=[CH:26][CH:25]=1)[CH2:5][C:6]1[CH:11]=[CH:10][C:9]([O:12][CH2:13][CH2:14]Br)=[CH:8][CH:7]=1.[CH:33]1[C:45]2[NH:44][C:43]3[C:38](=[CH:39][CH:40]=[CH:41][CH:42]=3)[C:37]=2[CH:36]=[CH:35][CH:34]=1.[OH-].[Na+]. The catalyst is C1C=CC=CC=1.[Br-].C([N+](CCCC)(CCCC)CCCC)CCC. The product is [F:30][C:27]1[CH:28]=[CH:29][C:24]([C:23]([C:18]2[CH:19]=[CH:20][CH:21]=[CH:22][C:17]=2[NH:16][CH:4]([CH2:5][C:6]2[CH:7]=[CH:8][C:9]([O:12][CH2:13][CH2:14][C:42]3[C:43]4[NH:44][C:45]5[C:37](=[CH:36][CH:35]=[CH:34][CH:33]=5)[C:38]=4[CH:39]=[CH:40][CH:41]=3)=[CH:10][CH:11]=2)[C:3]([OH:2])=[O:32])=[O:31])=[CH:25][CH:26]=1. The yield is 0.360. (4) The reactants are [N+:1]([C:4]1[CH:9]=[CH:8][C:7]([O:10][C:11]([C:13]2[CH:18]=[CH:17][C:16]([C:19]3[CH:24]=[CH:23][C:22]([C:25]([O:27][C:28]4[CH:33]=[CH:32][C:31]([N+:34]([O-])=O)=[CH:30][CH:29]=4)=[O:26])=[CH:21][CH:20]=3)=[CH:15][CH:14]=2)=[O:12])=[CH:6][CH:5]=1)([O-])=O.[H][H]. The catalyst is [Pd].CN(C)C=O. The product is [NH2:34][C:31]1[CH:30]=[CH:29][C:28]([O:27][C:25]([C:22]2[CH:21]=[CH:20][C:19]([C:16]3[CH:17]=[CH:18][C:13]([C:11]([O:10][C:7]4[CH:6]=[CH:5][C:4]([NH2:1])=[CH:9][CH:8]=4)=[O:12])=[CH:14][CH:15]=3)=[CH:24][CH:23]=2)=[O:26])=[CH:33][CH:32]=1. The yield is 0.930. (5) The reactants are [Si]([O:8][CH2:9][CH:10]1[CH2:15][CH2:14][CH2:13][N:12]([C:16]2[N:21]=[C:20]([C:22]([NH:24][C:25]3[C:26]([CH3:36])=[C:27]([CH:32]=[CH:33][C:34]=3[CH3:35])[C:28]([O:30][CH3:31])=[O:29])=[O:23])[C:19]([CH3:37])=[CH:18][CH:17]=2)[CH2:11]1)(C(C)(C)C)(C)C.[N+](CCCC)(CCCC)(CCCC)CCCC.[F-]. The yield is 1.15. The product is [OH:8][CH2:9][CH:10]1[CH2:15][CH2:14][CH2:13][N:12]([C:16]2[N:21]=[C:20]([C:22]([NH:24][C:25]3[C:26]([CH3:36])=[C:27]([CH:32]=[CH:33][C:34]=3[CH3:35])[C:28]([O:30][CH3:31])=[O:29])=[O:23])[C:19]([CH3:37])=[CH:18][CH:17]=2)[CH2:11]1. The catalyst is C1COCC1. (6) The reactants are Br[C:2]1[CH:7]=[CH:6][C:5]([N:8]([C:13]2[C:32]([CH:33]3[CH2:35][CH2:34]3)=[CH:31][C:16]3[C:17]([C:27]([NH:29][CH3:30])=[O:28])=[C:18]([C:20]4[CH:25]=[CH:24][C:23]([F:26])=[CH:22][CH:21]=4)[O:19][C:15]=3[CH:14]=2)[S:9]([CH3:12])(=[O:11])=[O:10])=[CH:4][CH:3]=1.C([O-])(=O)C.[K+].[B:41]1([B:41]2[O:45][C:44]([CH3:47])([CH3:46])[C:43]([CH3:49])([CH3:48])[O:42]2)[O:45][C:44]([CH3:47])([CH3:46])[C:43]([CH3:49])([CH3:48])[O:42]1. The catalyst is O1CCOCC1. The product is [CH:33]1([C:32]2[C:13]([N:8]([C:5]3[CH:6]=[CH:7][C:2]([B:41]4[O:45][C:44]([CH3:47])([CH3:46])[C:43]([CH3:49])([CH3:48])[O:42]4)=[CH:3][CH:4]=3)[S:9]([CH3:12])(=[O:11])=[O:10])=[CH:14][C:15]3[O:19][C:18]([C:20]4[CH:25]=[CH:24][C:23]([F:26])=[CH:22][CH:21]=4)=[C:17]([C:27]([NH:29][CH3:30])=[O:28])[C:16]=3[CH:31]=2)[CH2:35][CH2:34]1. The yield is 0.940.